Task: Predict which catalyst facilitates the given reaction.. Dataset: Catalyst prediction with 721,799 reactions and 888 catalyst types from USPTO (1) Reactant: [OH:1][C:2]1[C:11]([O:12][CH3:13])=[CH:10][CH:9]=[C:8]2[C:3]=1[CH2:4][CH2:5][CH2:6][C:7]2=[O:14].[CH2:15](Br)[C:16]1[CH:21]=[CH:20][CH:19]=[CH:18][CH:17]=1.C([O-])([O-])=O.[K+].[K+]. Product: [CH2:15]([O:1][C:2]1[C:11]([O:12][CH3:13])=[CH:10][CH:9]=[C:8]2[C:3]=1[CH2:4][CH2:5][CH2:6][C:7]2=[O:14])[C:16]1[CH:21]=[CH:20][CH:19]=[CH:18][CH:17]=1. The catalyst class is: 21. (2) Reactant: C(OC([NH:8][C:9]1[CH:14]=[CH:13][CH:12]=[CH:11][C:10]=1[NH:15][C:16](=[O:35])[C:17]1[CH:22]=[CH:21][C:20]([C:23]2[S:24][C:25]([CH2:28][N:29]3[CH2:34][CH2:33][CH2:32][CH2:31][CH2:30]3)=[CH:26][N:27]=2)=[CH:19][CH:18]=1)=O)(C)(C)C.Cl. Product: [NH2:8][C:9]1[CH:14]=[CH:13][CH:12]=[CH:11][C:10]=1[NH:15][C:16](=[O:35])[C:17]1[CH:18]=[CH:19][C:20]([C:23]2[S:24][C:25]([CH2:28][N:29]3[CH2:30][CH2:31][CH2:32][CH2:33][CH2:34]3)=[CH:26][N:27]=2)=[CH:21][CH:22]=1. The catalyst class is: 12.